Task: Predict the reactants needed to synthesize the given product.. Dataset: Full USPTO retrosynthesis dataset with 1.9M reactions from patents (1976-2016) (1) Given the product [C:1]([O:5][N:6]([CH2:26][CH2:27][C:28]1[CH:33]=[CH:32][CH:31]=[CH:30][CH:29]=1)[C:7]([C:9]1[N:10]=[CH:11][C:12]2[C:17]([CH:18]=1)=[CH:16][CH:15]=[CH:14][CH:13]=2)=[O:8])([CH3:4])([CH3:2])[CH3:3], predict the reactants needed to synthesize it. The reactants are: [C:1]([O:5][NH:6][C:7]([C:9]1[N:10]=[CH:11][C:12]2[C:17]([CH:18]=1)=[CH:16][CH:15]=[CH:14][CH:13]=2)=[O:8])([CH3:4])([CH3:3])[CH3:2].C(=O)([O-])[O-].[K+].[K+].Br[CH2:26][CH2:27][C:28]1[CH:33]=[CH:32][CH:31]=[CH:30][CH:29]=1. (2) Given the product [CH3:21][O:20][CH2:19][CH2:18][O:17][CH2:16][C:13]1[CH:12]=[CH:11][C:10]([C@H:9]2[C@H:4]([O:3][CH2:59][C@H:60]3[CH2:62][O:61]3)[CH2:5][N:6]([C:39]([O:41][CH2:42][C:43]3[CH:44]=[CH:45][CH:46]=[CH:47][CH:48]=3)=[O:40])[CH2:7][C@@H:8]2[O:22][CH2:23][C:24]2[CH:25]=[CH:26][C:27]3[O:32][CH2:31][CH2:30][N:29]([CH2:33][CH2:34][CH2:35][O:36][CH3:37])[C:28]=3[CH:38]=2)=[CH:15][CH:14]=1, predict the reactants needed to synthesize it. The reactants are: [H-].[Na+].[OH:3][C@H:4]1[C@H:9]([C:10]2[CH:15]=[CH:14][C:13]([CH2:16][O:17][CH2:18][CH2:19][O:20][CH3:21])=[CH:12][CH:11]=2)[C@@H:8]([O:22][CH2:23][C:24]2[CH:25]=[CH:26][C:27]3[O:32][CH2:31][CH2:30][N:29]([CH2:33][CH2:34][CH2:35][O:36][CH3:37])[C:28]=3[CH:38]=2)[CH2:7][N:6]([C:39]([O:41][CH2:42][C:43]2[CH:48]=[CH:47][CH:46]=[CH:45][CH:44]=2)=[O:40])[CH2:5]1.C1(C)C=CC(S(O[CH2:59][C@H:60]2[CH2:62][O:61]2)(=O)=O)=CC=1.C(=O)(O)[O-].[Na+]. (3) Given the product [C:44]([C:48]1[CH:65]=[CH:64][C:51]([CH2:52][N:53]([CH2:54][CH2:55][C:56]2[CH:61]=[CH:60][CH:59]=[C:58]([O:62][CH3:63])[CH:57]=2)[C:10]([C:8]2[CH:7]=[CH:6][CH:5]=[C:4]3[C:9]=2[NH:1][CH:2]=[CH:3]3)=[O:12])=[CH:50][CH:49]=1)([CH3:47])([CH3:45])[CH3:46], predict the reactants needed to synthesize it. The reactants are: [NH:1]1[C:9]2[C:4](=[CH:5][CH:6]=[CH:7][C:8]=2[C:10]([OH:12])=O)[CH:3]=[CH:2]1.CN(C(ON1N=NC2C=CC=CC1=2)=[N+](C)C)C.[B-](F)(F)(F)F.C(N(CC)C(C)C)(C)C.[C:44]([C:48]1[CH:65]=[CH:64][C:51]([CH2:52][NH:53][CH2:54][CH2:55][C:56]2[CH:61]=[CH:60][CH:59]=[C:58]([O:62][CH3:63])[CH:57]=2)=[CH:50][CH:49]=1)([CH3:47])([CH3:46])[CH3:45]. (4) Given the product [NH2:32][C:29]1[N:30]=[CH:31][C:26]([CH2:25][N:6]([C@H:4]([CH:1]2[CH2:2][CH2:3]2)[CH3:5])[C:7](=[O:24])[CH2:8][N:9]2[C:21](=[O:22])[C@:12]3([C:20]4[C:15](=[CH:16][CH:17]=[CH:18][CH:19]=4)[CH2:14][CH2:13]3)[NH:11][C:10]2=[O:23])=[CH:27][CH:28]=1, predict the reactants needed to synthesize it. The reactants are: [CH:1]1([C@@H:4]([N:6]([CH2:25][C:26]2[CH:27]=[CH:28][C:29]([NH:32]C(=O)OC(C)(C)C)=[N:30][CH:31]=2)[C:7](=[O:24])[CH2:8][N:9]2[C:21](=[O:22])[C@:12]3([C:20]4[C:15](=[CH:16][CH:17]=[CH:18][CH:19]=4)[CH2:14][CH2:13]3)[NH:11][C:10]2=[O:23])[CH3:5])[CH2:3][CH2:2]1.C(O)(C(F)(F)F)=O. (5) Given the product [CH3:1][C:2]([Si:5]([CH3:37])([CH3:36])[O:6][CH2:7][C@@H:8]([O:10][C:11]1[CH:12]=[C:13]([CH:25]=[C:26]([OH:28])[CH:27]=1)[C:14]([NH:16][C:17]1[CH:21]=[CH:20][N:19]([CH:22]([CH3:24])[CH3:23])[N:18]=1)=[O:15])[CH3:9])([CH3:4])[CH3:3], predict the reactants needed to synthesize it. The reactants are: [CH3:1][C:2]([Si:5]([CH3:37])([CH3:36])[O:6][CH2:7][C@@H:8]([O:10][C:11]1[CH:12]=[C:13]([CH:25]=[C:26]([O:28]CC2C=CC=CC=2)[CH:27]=1)[C:14]([NH:16][C:17]1[CH:21]=[CH:20][N:19]([CH:22]([CH3:24])[CH3:23])[N:18]=1)=[O:15])[CH3:9])([CH3:4])[CH3:3]. (6) Given the product [CH2:69]([N:76]1[CH2:81][CH2:61][C:59]([CH2:62][OH:22])([OH:63])[CH2:60][CH2:77]1)[C:70]1[CH:75]=[CH:74][CH:73]=[CH:72][CH:71]=1, predict the reactants needed to synthesize it. The reactants are: CC[C@H]1[C@H]2C[C@H]([C@H](OC3C4C(=CC=CC=4)C(O[C@H](C4C=CN=C5C=4C=C(OC)C=C5)[C@@H]4N5C[C@H](CC)[C@@H](CC5)C4)=NN=3)C3C=CN=C4C=3C=C([O:22]C)C=C4)N(CC2)C1.[C:59]([OH:63])([CH3:62])([CH3:61])[CH3:60].CS(N)(=O)=O.[CH2:69]([N:76]1[CH2:81]CC(=C)C[CH2:77]1)[C:70]1[CH:75]=[CH:74][CH:73]=[CH:72][CH:71]=1. (7) Given the product [Br:13][C:2]1[CH:6]=[C:5]([C:7]2[CH:12]=[CH:11][CH:10]=[CH:9][CH:8]=2)[NH:4][N:3]=1, predict the reactants needed to synthesize it. The reactants are: N[C:2]1[CH:6]=[C:5]([C:7]2[CH:12]=[CH:11][CH:10]=[CH:9][CH:8]=2)[NH:4][N:3]=1.[BrH:13].N([O-])=O.[Na+].